Task: Predict the reactants needed to synthesize the given product.. Dataset: Retrosynthesis with 50K atom-mapped reactions and 10 reaction types from USPTO (1) Given the product CC(C)(C)OC(=O)N1CCCn2c(nc3cnc4cc(OCc5ccccc5)ccc4c32)C1, predict the reactants needed to synthesize it. The reactants are: CC(C)(C)OC(=O)NCCCn1c(CCl)nc2cnc3cc(OCc4ccccc4)ccc3c21. (2) Given the product C[C@@H]1CN(c2ncc(Cl)cc2Cl)CCN1, predict the reactants needed to synthesize it. The reactants are: C[C@@H]1CNCCN1.Clc1cnc(Cl)c(Cl)c1.